From a dataset of Full USPTO retrosynthesis dataset with 1.9M reactions from patents (1976-2016). Predict the reactants needed to synthesize the given product. (1) The reactants are: C([O:3][C:4](=[O:33])[CH2:5][S:6][C:7]1[S:11][C:10]([NH:12][C:13]([N:15](CC2CCCC2)[C:16]2[CH:26]=[CH:25][C:19]3[O:20][C:21]([F:24])([F:23])[O:22][C:18]=3[CH:17]=2)=[O:14])=[N:9][CH:8]=1)C.[CH:34]1(CN(C2C=CC(S(C)(=O)=O)=CC=2)C(=O)NC2SC=C(CC(O)=O)N=2)[CH2:38][CH2:37][CH2:36][CH2:35]1.F[C:64]1(F)OC2C=CC(NCC3CCCCC3)=CC=2O1.C(OC(=O)CSC1SC(N)=NC=1)C. Given the product [CH:34]1([N:15]([C:16]2[CH:26]=[CH:25][C:19]3[O:20][C:21]([F:24])([F:23])[O:22][C:18]=3[CH:17]=2)[C:13](=[O:14])[N:12]([CH3:64])[C:10]2[S:11][C:7]([S:6][CH2:5][C:4]([OH:3])=[O:33])=[CH:8][N:9]=2)[CH2:38][CH2:37][CH2:36][CH2:35]1, predict the reactants needed to synthesize it. (2) Given the product [Cl:14][C:13]1[C:7]2[O:6][CH:5]([CH2:4][NH2:1])[CH2:9][C:8]=2[CH:10]=[CH:11][CH:12]=1, predict the reactants needed to synthesize it. The reactants are: [N:1]([CH2:4][CH:5]1[CH2:9][C:8]2[CH:10]=[CH:11][CH:12]=[C:13]([Cl:14])[C:7]=2[O:6]1)=[N+]=[N-]. (3) Given the product [CH3:12][O:13][CH2:14][O:3][C:4]1[CH:5]=[CH:6][C:7]([C:10]#[N:11])=[N:8][CH:9]=1, predict the reactants needed to synthesize it. The reactants are: [H-].[Na+].[OH:3][C:4]1[CH:5]=[CH:6][C:7]([C:10]#[N:11])=[N:8][CH:9]=1.[CH3:12][O:13][CH2:14]Cl.[Cl-].[NH4+]. (4) Given the product [C:1]([P:7](=[O:10])([O:8][CH3:9])[O:6][CH3:5])(=[O:3])[CH3:2], predict the reactants needed to synthesize it. The reactants are: [C:1](Cl)(=[O:3])[CH3:2].[CH3:5][O:6][P:7]([O:10]C)[O:8][CH3:9].